This data is from Experimentally validated miRNA-target interactions with 360,000+ pairs, plus equal number of negative samples. The task is: Binary Classification. Given a miRNA mature sequence and a target amino acid sequence, predict their likelihood of interaction. (1) The miRNA is hsa-miR-34a-5p with sequence UGGCAGUGUCUUAGCUGGUUGU. The protein sequence of the target gene is MPEPAKSAPAPKKGSKKAVTKAQKKDGKKRKRSRKESYSIYVYKVLKQVHPDTGISSKAMGIMNSFVNDIFERIAGEASRLAHYNKRSTITSREIQTAVRLLLPGELAKHAVSEGTKAVTKYTSSK. Result: 1 (interaction). (2) The miRNA is mmu-miR-7020-3p with sequence AACCCCUCUCUUCUCUCCCAG. The protein sequence of the target gene is MSLCEDMLLCNYRKCRIKLSGYAWVTACSHIFCDQHGSGEFSRSPAICPACNSTLSGKLDIVRTELSPSEEYKAMVLAGLRPEIVLDISSRALAFWTYQVHQERLYQEYNFSKAEGHLKQMEKIYTQQIQSKDVELTSMKGEVTSMKKVLEEYKKKFSDISEKLMERNRQYQKLQGLYDSLRLRNITIANHEGTLEPSMIAQSGVLGFPLGNNSKFPLDNTPVRNRGDGDGDFQFRPFFAGSPTAPEPSNSFFSFVSPSRELEQQQVSSRAFKVKRI. Result: 0 (no interaction). (3) The miRNA is mmu-miR-686 with sequence AUUGCUUCCCAGACGGUGAAGA. The protein sequence of the target gene is MGPAPRILELFYDVLSPYSWLGFEVLCRYQHLWNIKLQLRPTLIAGIMKDSGNQPPAMVPRKGQYIFKEIPLLKQFFQVPLNIPKDFFGETVKKGSINAMRFLTTVSMEQPEMLEKVSREIWMRVWSRDEDITEYQSILAAAVKAGMSTAQAQHFLEKISTQQVKNKLIENTDAACKYGAFGLPTTVAHVDGKTYMLFGSDRLELLAYLLGEKWMGPVPPTANARL. Result: 0 (no interaction). (4) The protein sequence of the target gene is MEACCLLQLPQRLLLLGAAALTATALETADLAELCGQTWQGDGLLLRSHAASRRFYFVAPDTDCGLWVQAAAPGDRIRFQFRFFLVYSLTPAPPALNTSSPAPADPCAPGSYLQFYEGPPGAPRPLGSPLCGLNIPVPVASSGPFLGLRLVTRGRQPRVDFVGEVTSFRLGPCGAYFRCQNGRCIPSSLVCDPWGMDNCGDGSDQGSWSPADCRGPSPVPSQTGSTDAHTSRSLTPSPALGSAGSLWIAAERSSPAGRDPTRQDAALEGSTE. Result: 0 (no interaction). The miRNA is mmu-miR-466h-3p with sequence UACGCACGCACACACACAC. (5) The miRNA is hsa-miR-1185-2-3p with sequence AUAUACAGGGGGAGACUCUCAU. The protein sequence of the target gene is MDRHSSYFFIWLQLELCAMAVLLTKGEIRCYCDAAHCVATGYMCKSELSACFSRLLDPQNTNSPLTHGCLDSLASTADICRAKQAQNHSGPAMPTLECCHEDMCNYRGLHDVLSPSKSEASGQGNRYQHDSSRNLITKMQELTSSKELWFRAAVIAVPIAGGLILVLLIMLALRMLRSENKRLQDERQQMLSRLHYSFHGHHSKKGQVAKLDLECMVPVSGQENCCLTCDKMRQAELSNEKILSLVHWGMYSGHGKLEFI. Result: 0 (no interaction). (6) The miRNA is hsa-miR-15a-5p with sequence UAGCAGCACAUAAUGGUUUGUG. The protein sequence of the target gene is MRLREPLLSGSAAMPGASLQRACRLLVAVCALHLGVTLVYYLAGRDLSRLPQLVGVSTPLQGGSNSAAAIGQSSGELRTGGARPPPPLGASSQPRPGGDSSPVVDSGPGPASNLTSVPVPHTTALSLPACPEESPLLVGPMLIEFNMPVDLELVAKQNPNVKMGGRYAPRDCVSPHKVAIIIPFRNRQEHLKYWLYYLHPVLQRQQLDYGIYVINQAGDTIFNRAKLLNVGFQEALKDYDYTCFVFSDVDLIPMNDHNAYRCFSQPRHISVAMDKFGFSLPYVQYFGGVSALSKQQFLTI.... Result: 1 (interaction). (7) The miRNA is hsa-miR-5001-3p with sequence UUCUGCCUCUGUCCAGGUCCUU. The protein sequence of the target gene is MDSYDLFRRLGAGAKFDVKRFSADATRFQVGKRKFDSESLEVLKGLDFFGNKKSVSDECGALQIHQEPPNEEKTQGVLLERSKEPKKKKRKKMTSEVPAQEDFDGGIQWTSSVEAKLQDEKVSGEKKLTSGKLEHLRKEKVNFFRNKHKIHVQGTDLPDPIATFQQLDQEYKINSRLLQNILDAGFQVPTPIQMQAIPVMLHGRELLASAPTGSGKTLAFSIPILMQLKQPTNKGFRALVISPTRELASQIHRELIKISEGTGFRIHMIHKAAIAAKKFGPKSSKKFDILVTTPNRLIYL.... Result: 0 (no interaction).